This data is from Full USPTO retrosynthesis dataset with 1.9M reactions from patents (1976-2016). The task is: Predict the reactants needed to synthesize the given product. (1) The reactants are: [CH3:1][C@H:2]1[C@@H:7]([CH3:8])[N:6]2[C:9]3[N:15]=[C:14]([C:16]([O:18]CC)=[O:17])[CH:13]=[CH:12][C:10]=3[CH:11]=[C:5]2[C:4](=[O:21])[NH:3]1.[OH-].[Na+]. Given the product [CH3:1][C@H:2]1[C@@H:7]([CH3:8])[N:6]2[C:9]3[N:15]=[C:14]([C:16]([OH:18])=[O:17])[CH:13]=[CH:12][C:10]=3[CH:11]=[C:5]2[C:4](=[O:21])[NH:3]1, predict the reactants needed to synthesize it. (2) Given the product [F:6][C:7]1[CH:12]=[CH:11][C:10]([C:13]#[C:14][C:15]2[CH:16]=[N:17][CH:18]=[C:19]([O:21][CH3:22])[CH:20]=2)=[CH:9][C:8]=1[NH2:23], predict the reactants needed to synthesize it. The reactants are: O.O.[Sn](Cl)Cl.[F:6][C:7]1[CH:12]=[CH:11][C:10]([C:13]#[C:14][C:15]2[CH:16]=[N:17][CH:18]=[C:19]([O:21][CH3:22])[CH:20]=2)=[CH:9][C:8]=1[N+:23]([O-])=O.[OH-].[K+]. (3) Given the product [CH2:1]([NH:8][CH2:9][CH2:10][CH2:11][C:12]([CH3:17])([N+:14]([O-:16])=[O:15])[CH3:13])[C:2]1[CH:7]=[CH:6][CH:5]=[CH:4][CH:3]=1, predict the reactants needed to synthesize it. The reactants are: [CH2:1]([NH:8][C:9](=O)[CH2:10][CH2:11][C:12]([CH3:17])([N+:14]([O-:16])=[O:15])[CH3:13])[C:2]1[CH:7]=[CH:6][CH:5]=[CH:4][CH:3]=1.Cl. (4) Given the product [CH3:25][C:26]1[CH:27]=[C:28]([CH:31]=[CH:32][C:33]=1[CH3:34])[CH2:29][NH:30][C:4]([C:6]1[N:7]=[C:8]([C:15]2[C:16]([O:23][CH3:24])=[CH:17][CH:18]=[CH:19][C:20]=2[O:21][CH3:22])[N:9]([CH3:14])[C:10](=[O:13])[C:11]=1[OH:12])=[O:5], predict the reactants needed to synthesize it. The reactants are: C(O[C:4]([C:6]1[N:7]=[C:8]([C:15]2[C:20]([O:21][CH3:22])=[CH:19][CH:18]=[CH:17][C:16]=2[O:23][CH3:24])[N:9]([CH3:14])[C:10](=[O:13])[C:11]=1[OH:12])=[O:5])C.[CH3:25][C:26]1[CH:27]=[C:28]([CH:31]=[CH:32][C:33]=1[CH3:34])[CH2:29][NH2:30]. (5) The reactants are: [N:1]1([C:7]2[CH:14]=[CH:13][C:10]([C:11]#[N:12])=[CH:9][CH:8]=2)[CH2:6][CH2:5][NH:4][CH2:3][CH2:2]1.[CH3:15][S:16]([C:19]1[CH:20]=[CH:21][C:22]([C:28]2[S:29][CH:30]=[CH:31][N:32]=2)=[C:23]([CH:27]=1)[C:24](O)=[O:25])(=[O:18])=[O:17]. Given the product [CH3:15][S:16]([C:19]1[CH:20]=[CH:21][C:22]([C:28]2[S:29][CH:30]=[CH:31][N:32]=2)=[C:23]([CH:27]=1)[C:24]([N:4]1[CH2:5][CH2:6][N:1]([C:7]2[CH:8]=[CH:9][C:10]([C:11]#[N:12])=[CH:13][CH:14]=2)[CH2:2][CH2:3]1)=[O:25])(=[O:17])=[O:18], predict the reactants needed to synthesize it. (6) Given the product [CH:1]1([C:7]2[CH:32]=[CH:31][CH:30]=[C:29]3[C:8]=2[CH:9]=[C:10]2[C:16]4[CH:17]=[C:18]([C:21]([OH:23])=[O:22])[CH:19]=[CH:20][C:15]=4[N:14]4[CH:25]=[N:26][N:27]([CH3:28])[C:13]4=[CH:12][N:11]23)[CH2:2][CH2:3][CH2:4][CH2:5][CH2:6]1, predict the reactants needed to synthesize it. The reactants are: [CH:1]1([C:7]2[CH:32]=[CH:31][CH:30]=[C:29]3[C:8]=2[CH:9]=[C:10]2[C:16]4[CH:17]=[C:18]([C:21]([O:23]C)=[O:22])[CH:19]=[CH:20][C:15]=4[N:14]4[CH:25]=[N:26][N:27]([CH3:28])[C:13]4=[CH:12][N:11]23)[CH2:6][CH2:5][CH2:4][CH2:3][CH2:2]1.[OH-].[Na+]. (7) The reactants are: [C:1]([C@@H:4]1[CH2:8][CH2:7][CH2:6][N:5]1[C:9]1[N:14]=[C:13](Cl)[N:12]=[C:11]([C:16]([NH2:18])=[O:17])[CH:10]=1)(=[O:3])[NH2:2].[Cl:19][C:20]1[CH:41]=[CH:40][C:23]([O:24][C:25]2[CH:30]=[CH:29][C:28](B3OC(C)(C)C(C)(C)O3)=[CH:27][CH:26]=2)=[C:22]([F:42])[CH:21]=1.C([O-])([O-])=O.[Na+].[Na+]. Given the product [C:1]([C@@H:4]1[CH2:8][CH2:7][CH2:6][N:5]1[C:9]1[N:14]=[C:13]([C:28]2[CH:27]=[CH:26][C:25]([O:24][C:23]3[CH:40]=[CH:41][C:20]([Cl:19])=[CH:21][C:22]=3[F:42])=[CH:30][CH:29]=2)[N:12]=[C:11]([C:16]([NH2:18])=[O:17])[CH:10]=1)(=[O:3])[NH2:2], predict the reactants needed to synthesize it.